Predict the reaction yield, written as a fraction of the theoretical maximum amount of product (1.0 means a 100% yield; for example, 0.34 means a 34% yield). From a dataset of Reaction yield outcomes from USPTO patents with 853,638 reactions. (1) The reactants are [C:1]([C:3]1[CH:8]=[CH:7][C:6]([C@@H:9]2[C:14]([C:15]#[N:16])=[C:13]([CH3:17])[N:12]([C:18]3[CH:23]=[CH:22][CH:21]=[C:20]([C:24]([F:27])([F:26])[F:25])[CH:19]=3)[C:11](=[O:28])[NH:10]2)=[C:5]([S:29]([CH3:32])(=[O:31])=[O:30])[CH:4]=1)#[N:2].[H-].[Na+].Br[CH2:36][C:37]#[N:38]. The catalyst is C1COCC1. The product is [C:37]([CH2:36][N:10]1[C@H:9]([C:6]2[CH:7]=[CH:8][C:3]([C:1]#[N:2])=[CH:4][C:5]=2[S:29]([CH3:32])(=[O:31])=[O:30])[C:14]([C:15]#[N:16])=[C:13]([CH3:17])[N:12]([C:18]2[CH:23]=[CH:22][CH:21]=[C:20]([C:24]([F:27])([F:26])[F:25])[CH:19]=2)[C:11]1=[O:28])#[N:38]. The yield is 0.680. (2) The reactants are [CH3:1][O:2][C:3]1[CH:8]=[CH:7][C:6](B(O)O)=[CH:5][CH:4]=1.I[C:13]1[C:21]2[C:16](=[N:17][CH:18]=[N:19][C:20]=2[NH2:22])[N:15]([CH:23]([CH3:25])[CH3:24])[N:14]=1.C([O-])([O-])=O.[Na+].[Na+]. The catalyst is CCO.COCCOC.C1C=CC([P]([Pd]([P](C2C=CC=CC=2)(C2C=CC=CC=2)C2C=CC=CC=2)([P](C2C=CC=CC=2)(C2C=CC=CC=2)C2C=CC=CC=2)[P](C2C=CC=CC=2)(C2C=CC=CC=2)C2C=CC=CC=2)(C2C=CC=CC=2)C2C=CC=CC=2)=CC=1. The product is [CH:23]([N:15]1[C:16]2=[N:17][CH:18]=[N:19][C:20]([NH2:22])=[C:21]2[C:13]([C:6]2[CH:7]=[CH:8][C:3]([O:2][CH3:1])=[CH:4][CH:5]=2)=[N:14]1)([CH3:25])[CH3:24]. The yield is 0.160. (3) The reactants are [C:1]([O:5][C:6]([N:8]1[CH2:12][CH2:11][C@H:10]([F:13])[C@H:9]1[C:14]([O:16]CC1C=CC=CC=1)=[O:15])=[O:7])([CH3:4])([CH3:3])[CH3:2]. The catalyst is CO.[Pd]. The product is [C:1]([O:5][C:6]([N:8]1[CH2:12][CH2:11][C@H:10]([F:13])[C@H:9]1[C:14]([OH:16])=[O:15])=[O:7])([CH3:4])([CH3:2])[CH3:3]. The yield is 0.700. (4) The catalyst is C1COCC1. The yield is 0.280. The product is [Cl:13][C:14]1[CH:19]=[CH:18][N:17]=[CH:16][C:15]=1[CH:22]=[O:23]. The reactants are C(NC(C)C)(C)C.C([Li])CCC.[Cl:13][C:14]1[CH:19]=[CH:18][N:17]=[CH:16][CH:15]=1.CN(C)[CH:22]=[O:23]. (5) The reactants are [F:1][C:2]([F:15])([F:14])[S:3]([O:6]S(C(F)(F)F)(=O)=O)(=[O:5])=[O:4].O[C:17]1[CH:22]=[CH:21][C:20]([CH2:23][C:24]([O:26][CH3:27])=[O:25])=[CH:19][C:18]=1[CH3:28].C(N(CC)CC)C. The catalyst is C(Cl)Cl.O. The product is [CH3:28][C:18]1[CH:19]=[C:20]([CH2:23][C:24]([O:26][CH3:27])=[O:25])[CH:21]=[CH:22][C:17]=1[O:6][S:3]([C:2]([F:15])([F:14])[F:1])(=[O:5])=[O:4]. The yield is 0.613. (6) The reactants are C[O:2][C:3]([C:5]1[S:6][CH:7]=[C:8]([Br:12])[C:9]=1[O:10][CH3:11])=[O:4].[OH-].[Na+]. The catalyst is O1CCCC1. The product is [Br:12][C:8]1[C:9]([O:10][CH3:11])=[C:5]([C:3]([OH:4])=[O:2])[S:6][CH:7]=1. The yield is 0.900. (7) The reactants are C(OC([N:8]1[CH2:13][CH2:12][C:11]([C:15]2[CH:20]=[CH:19][C:18]([O:21][C:22]3[CH:27]=[CH:26][CH:25]=[CH:24][CH:23]=3)=[CH:17][CH:16]=2)(O)[CH2:10][CH2:9]1)=O)(C)(C)C.FC(F)(F)C(O)=O.[OH-].[Na+]. The catalyst is C(Cl)Cl. The product is [O:21]([C:18]1[CH:19]=[CH:20][C:15]([C:11]2[CH2:12][CH2:13][NH:8][CH2:9][CH:10]=2)=[CH:16][CH:17]=1)[C:22]1[CH:23]=[CH:24][CH:25]=[CH:26][CH:27]=1. The yield is 0.470.